This data is from Reaction yield outcomes from USPTO patents with 853,638 reactions. The task is: Predict the reaction yield, written as a fraction of the theoretical maximum amount of product (1.0 means a 100% yield; for example, 0.34 means a 34% yield). (1) The reactants are [C:1]([C:5]1[N:10]=[C:9]([C:11]2[CH:12]=[N:13][CH:14]=[CH:15][CH:16]=2)[C:8]([C:17]([O:19]CC)=[O:18])=[CH:7][N:6]=1)([CH3:4])([CH3:3])[CH3:2].O[Li].O. No catalyst specified. The product is [C:1]([C:5]1[N:10]=[C:9]([C:11]2[CH:12]=[N:13][CH:14]=[CH:15][CH:16]=2)[C:8]([C:17]([OH:19])=[O:18])=[CH:7][N:6]=1)([CH3:4])([CH3:2])[CH3:3]. The yield is 0.720. (2) The reactants are [NH3:1].[NH:2]1[CH:6]=[N:5][C:4]([S:7](Cl)(=[O:9])=[O:8])=[N:3]1. The catalyst is C1COCC1. The product is [NH:2]1[CH:6]=[N:5][C:4]([S:7]([NH2:1])(=[O:9])=[O:8])=[N:3]1. The yield is 0.543. (3) The reactants are [N:1]1([C@@H:7]2[CH2:12][CH2:11][C@H:10]([NH:13][CH:14]3[C:23]4[N:22]=[CH:21][CH:20]=[CH:19][C:18]=4[CH2:17][CH2:16][CH2:15]3)[CH2:9][CH2:8]2)[CH2:6][CH2:5][O:4][CH2:3][CH2:2]1.C(OC([N:31]1[C:35]2[CH:36]=[CH:37][CH:38]=[CH:39][C:34]=2[N:33]=[C:32]1[CH2:40]Cl)=O)(C)(C)C.C(N(CC)C(C)C)(C)C.[I-].[K+]. The catalyst is CC#N. The product is [NH:31]1[C:35]2[CH:36]=[CH:37][CH:38]=[CH:39][C:34]=2[N:33]=[C:32]1[CH2:40][N:13]([C@H:10]1[CH2:9][CH2:8][C@@H:7]([N:1]2[CH2:6][CH2:5][O:4][CH2:3][CH2:2]2)[CH2:12][CH2:11]1)[CH:14]1[C:23]2[N:22]=[CH:21][CH:20]=[CH:19][C:18]=2[CH2:17][CH2:16][CH2:15]1. The yield is 0.470. (4) The reactants are [CH3:1][C:2]([C:9]1[CH:14]=[CH:13][C:12]([C:15](=[O:33])[NH:16][C:17]2[CH:22]=[C:21]([C:23]3[CH:28]=[CH:27][CH:26]=[CH:25][CH:24]=3)[N:20]3[N:29]=[C:30]([CH3:32])[CH:31]=[C:19]3[N:18]=2)=[CH:11][CH:10]=1)([CH3:8])[CH2:3][C:4]([O:6]C)=[O:5].[OH-].[Li+]. The catalyst is CO. The product is [CH3:8][C:2]([C:9]1[CH:10]=[CH:11][C:12]([C:15](=[O:33])[NH:16][C:17]2[CH:22]=[C:21]([C:23]3[CH:24]=[CH:25][CH:26]=[CH:27][CH:28]=3)[N:20]3[N:29]=[C:30]([CH3:32])[CH:31]=[C:19]3[N:18]=2)=[CH:13][CH:14]=1)([CH3:1])[CH2:3][C:4]([OH:6])=[O:5]. The yield is 0.340. (5) The reactants are [CH:1]([C:3]1[CH:12]=[C:11]2[C:6]([CH:7]=[CH:8][C:9]([C@H:13]([O:15][C:16]([C@@H:18]3[CH2:23][CH2:22][CH2:21][N:20]([C:24](=[O:42])[C@@H:25]([NH:27][C:28](=[O:41])[C@@H:29]([NH:33]C(OC(C)(C)C)=O)[CH:30]([CH3:32])[CH3:31])[CH3:26])[NH:19]3)=[O:17])[CH3:14])=[N:10]2)=[CH:5][CH:4]=1)=[CH2:2].C[Si](OS(C(F)(F)F)(=O)=O)(C)C.[CH:55]1([CH2:58][C@H:59](/[CH:63]=[CH:64]/[CH3:65])[C:60]([OH:62])=O)[CH2:57][CH2:56]1.Cl.CN(C)CCCN=C=NCC.ON1C2C=CC=CC=2N=N1. The catalyst is ClCCl.C(#N)C. The product is [CH:1]([C:3]1[CH:12]=[C:11]2[C:6]([CH:7]=[CH:8][C:9]([C@H:13]([O:15][C:16]([C@@H:18]3[CH2:23][CH2:22][CH2:21][N:20]([C:24](=[O:42])[C@@H:25]([NH:27][C:28](=[O:41])[C@@H:29]([NH:33][C:60](=[O:62])[C@H:59]([CH2:58][CH:55]4[CH2:56][CH2:57]4)/[CH:63]=[CH:64]/[CH3:65])[CH:30]([CH3:31])[CH3:32])[CH3:26])[NH:19]3)=[O:17])[CH3:14])=[N:10]2)=[CH:5][CH:4]=1)=[CH2:2]. The yield is 0.390. (6) The reactants are C([O-])([O-])=O.[K+].[K+].Br[C:8]1[CH:9]=[C:10]([C:15]2[CH:16]=[N:17][C:18]([O:21][CH3:22])=[CH:19][CH:20]=2)[C:11]([NH2:14])=[N:12][CH:13]=1.[CH3:23][S:24]([C:27]1[CH:32]=[CH:31][C:30](B(O)O)=[CH:29][CH:28]=1)(=[O:26])=[O:25]. The catalyst is O1CCOCC1. The product is [CH3:22][O:21][C:18]1[N:17]=[CH:16][C:15]([C:10]2[C:11]([NH2:14])=[N:12][CH:13]=[C:8]([C:30]3[CH:31]=[CH:32][C:27]([S:24]([CH3:23])(=[O:26])=[O:25])=[CH:28][CH:29]=3)[CH:9]=2)=[CH:20][CH:19]=1. The yield is 0.650. (7) The reactants are [N:1]1[CH:6]=[CH:5][CH:4]=[C:3]([CH2:7][NH2:8])[CH:2]=1.[CH:9]1([C:12](=O)[CH3:13])[CH2:11][CH2:10]1.[BH4-].[Na+]. The catalyst is CO.CC([O-])C.CC([O-])C.CC([O-])C.CC([O-])C.[Ti+4]. The product is [CH:9]1([CH:12]([NH:8][CH2:7][C:3]2[CH:2]=[N:1][CH:6]=[CH:5][CH:4]=2)[CH3:13])[CH2:11][CH2:10]1. The yield is 0.430. (8) The reactants are CO[C:3](=[O:17])[C:4]([C:6]1[CH:7]=[C:8]([CH3:16])[CH:9]=[C:10]2[C:14]=1[N:13]([CH3:15])[CH:12]=[CH:11]2)=O.[F:18][C:19]([F:34])([F:33])[C:20]1[CH:28]=[C:27]2[C:23]([C:24]([CH2:29][C:30]([NH2:32])=[O:31])=[CH:25][NH:26]2)=[CH:22][CH:21]=1.CC(C)([O-])C.[K+].C1COCC1. The product is [CH3:15][N:13]1[C:14]2[C:10](=[CH:9][C:8]([CH3:16])=[CH:7][C:6]=2[C:4]2[C:3](=[O:17])[NH:32][C:30](=[O:31])[C:29]=2[C:24]2[C:23]3[C:27](=[CH:28][C:20]([C:19]([F:18])([F:33])[F:34])=[CH:21][CH:22]=3)[NH:26][CH:25]=2)[CH:11]=[CH:12]1. The catalyst is CN(C=O)C. The yield is 0.602.